This data is from NCI-60 drug combinations with 297,098 pairs across 59 cell lines. The task is: Regression. Given two drug SMILES strings and cell line genomic features, predict the synergy score measuring deviation from expected non-interaction effect. (1) Drug 1: CC1=C2C(C(=O)C3(C(CC4C(C3C(C(C2(C)C)(CC1OC(=O)C(C(C5=CC=CC=C5)NC(=O)C6=CC=CC=C6)O)O)OC(=O)C7=CC=CC=C7)(CO4)OC(=O)C)O)C)OC(=O)C. Drug 2: C1CNP(=O)(OC1)N(CCCl)CCCl. Cell line: LOX IMVI. Synergy scores: CSS=16.2, Synergy_ZIP=0.540, Synergy_Bliss=2.99, Synergy_Loewe=-38.6, Synergy_HSA=1.58. (2) Drug 1: CC1C(C(CC(O1)OC2CC(CC3=C2C(=C4C(=C3O)C(=O)C5=C(C4=O)C(=CC=C5)OC)O)(C(=O)CO)O)N)O.Cl. Drug 2: C1=CC(=CC=C1CCC2=CNC3=C2C(=O)NC(=N3)N)C(=O)NC(CCC(=O)O)C(=O)O. Cell line: SNB-19. Synergy scores: CSS=24.4, Synergy_ZIP=2.10, Synergy_Bliss=2.04, Synergy_Loewe=-8.11, Synergy_HSA=0.631. (3) Drug 1: CC1C(C(CC(O1)OC2CC(OC(C2O)C)OC3=CC4=CC5=C(C(=O)C(C(C5)C(C(=O)C(C(C)O)O)OC)OC6CC(C(C(O6)C)O)OC7CC(C(C(O7)C)O)OC8CC(C(C(O8)C)O)(C)O)C(=C4C(=C3C)O)O)O)O. Drug 2: CC1CCC2CC(C(=CC=CC=CC(CC(C(=O)C(C(C(=CC(C(=O)CC(OC(=O)C3CCCCN3C(=O)C(=O)C1(O2)O)C(C)CC4CCC(C(C4)OC)O)C)C)O)OC)C)C)C)OC. Cell line: NCI-H460. Synergy scores: CSS=33.3, Synergy_ZIP=-0.0741, Synergy_Bliss=-0.721, Synergy_Loewe=-10.0, Synergy_HSA=-1.28. (4) Drug 1: C1=NC2=C(N1)C(=S)N=CN2. Drug 2: CS(=O)(=O)OCCCCOS(=O)(=O)C. Cell line: OVCAR-8. Synergy scores: CSS=39.1, Synergy_ZIP=3.16, Synergy_Bliss=1.66, Synergy_Loewe=-23.4, Synergy_HSA=2.42. (5) Drug 1: C1=CC(=CC=C1C#N)C(C2=CC=C(C=C2)C#N)N3C=NC=N3. Drug 2: C1C(C(OC1N2C=NC3=C(N=C(N=C32)Cl)N)CO)O. Cell line: HCT-15. Synergy scores: CSS=14.7, Synergy_ZIP=1.66, Synergy_Bliss=0.497, Synergy_Loewe=-29.5, Synergy_HSA=-8.50.